This data is from Forward reaction prediction with 1.9M reactions from USPTO patents (1976-2016). The task is: Predict the product of the given reaction. (1) Given the reactants N1CCC(N)CC1.[N+:8]([C:11]1[CH:24]=[CH:23][C:14]([CH2:15][N:16]2[CH2:21][CH2:20][CH:19]([NH2:22])[CH2:18][CH2:17]2)=[CH:13][CH:12]=1)([O-])=O, predict the reaction product. The product is: [NH2:8][C:11]1[CH:12]=[CH:13][C:14]([CH2:15][N:16]2[CH2:17][CH2:18][CH:19]([NH2:22])[CH2:20][CH2:21]2)=[CH:23][CH:24]=1. (2) Given the reactants [CH2:1]([C:4]1[CH:5]=[N:6][CH:7]=[CH:8][C:9]=1Br)[CH:2]=[CH2:3].[C:11]([C:15]1[CH:20]=[CH:19][C:18]([C:21]#[CH:22])=[CH:17][CH:16]=1)([CH3:14])([CH3:13])[CH3:12].C(N(CC)CC)C.CN(C)C=O, predict the reaction product. The product is: [CH2:1]([C:4]1[CH:5]=[N:6][CH:7]=[CH:8][C:9]=1[C:22]#[C:21][C:18]1[CH:17]=[CH:16][C:15]([C:11]([CH3:14])([CH3:13])[CH3:12])=[CH:20][CH:19]=1)[CH:2]=[CH2:3]. (3) Given the reactants [C:1](OC(=O)C)(=[O:3])C.C(O)=O.O1CCCC1.[NH2:16][C:17]1[CH:22]=[CH:21][C:20]([C:23]2[NH:27][C:26]([C@H:28]3[N:36]4[C:31](=[CH:32][C:33]([C:38]5[CH:43]=[C:42]([Cl:44])[CH:41]=[CH:40][C:39]=5[N:45]5[CH:49]=[N:48][N:47]=[N:46]5)=[CH:34][C:35]4=[O:37])[CH2:30][CH2:29]3)=[N:25][CH:24]=2)=[CH:19][CH:18]=1, predict the reaction product. The product is: [Cl:44][C:42]1[CH:41]=[CH:40][C:39]([N:45]2[CH:49]=[N:48][N:47]=[N:46]2)=[C:38]([C:33]2[CH:32]=[C:31]3[N:36]([C@H:28]([C:26]4[NH:27][C:23]([C:20]5[CH:19]=[CH:18][C:17]([NH:16][CH:1]=[O:3])=[CH:22][CH:21]=5)=[CH:24][N:25]=4)[CH2:29][CH2:30]3)[C:35](=[O:37])[CH:34]=2)[CH:43]=1. (4) Given the reactants C([O:5][C:6](=[O:28])[CH2:7][O:8][C:9]1[CH:14]=[CH:13][C:12]([CH2:15][CH2:16][S:17][C:18]2[CH:27]=[CH:26][CH:25]=[CH:24][C:19]=2[C:20]([O:22][CH3:23])=[O:21])=[CH:11][CH:10]=1)(C)(C)C.FC(F)(F)C(O)=O, predict the reaction product. The product is: [CH3:23][O:22][C:20]([C:19]1[CH:24]=[CH:25][CH:26]=[CH:27][C:18]=1[S:17][CH2:16][CH2:15][C:12]1[CH:11]=[CH:10][C:9]([O:8][CH2:7][C:6]([OH:28])=[O:5])=[CH:14][CH:13]=1)=[O:21]. (5) The product is: [C:10]1([CH2:9][O:8][C:6]([N:4]2[CH2:3][C:2]([C@H:16]3[CH2:21][CH2:20][CH2:19][CH2:18][N:17]3[C:22]([O:24][C:25]([CH3:28])([CH3:27])[CH3:26])=[O:23])([O:1][C:32](=[O:33])[C@:31]([O:30][CH3:29])([C:39]3[CH:40]=[CH:41][CH:42]=[CH:43][CH:44]=3)[C:35]([F:37])([F:38])[F:36])[CH2:5]2)=[O:7])[CH:15]=[CH:14][CH:13]=[CH:12][CH:11]=1. Given the reactants [OH:1][C:2]1([CH:16]2[CH2:21][CH2:20][CH2:19][CH2:18][N:17]2[C:22]([O:24][C:25]([CH3:28])([CH3:27])[CH3:26])=[O:23])[CH2:5][N:4]([C:6]([O:8][CH2:9][C:10]2[CH:15]=[CH:14][CH:13]=[CH:12][CH:11]=2)=[O:7])[CH2:3]1.[CH3:29][O:30][C@:31]([C:39]1[CH:44]=[CH:43][CH:42]=[CH:41][CH:40]=1)([C:35]([F:38])([F:37])[F:36])[C:32](Cl)=[O:33], predict the reaction product. (6) The product is: [NH2:28][C:26]1[C:25]([F:29])=[CH:24][C:23]([Cl:30])=[C:22]([C:14]2[C:15](=[O:21])[N:16]([CH2:19][CH3:20])[C:17]3[C:12]([CH:13]=2)=[CH:11][N:10]=[C:9]([NH:8][CH3:7])[CH:18]=3)[CH:27]=1. Given the reactants COC1C=CC([CH2:7][N:8](C)[C:9]2[CH:18]=[C:17]3[C:12]([CH:13]=[C:14]([C:22]4[CH:27]=[C:26]([NH2:28])[C:25]([F:29])=[CH:24][C:23]=4[Cl:30])[C:15](=[O:21])[N:16]3[CH2:19][CH3:20])=[CH:11][N:10]=2)=CC=1.C(O)(C(F)(F)F)=O, predict the reaction product. (7) Given the reactants [CH2:1]([N:5]([CH2:12][CH2:13][CH2:14][CH3:15])[C:6]1[CH:11]=[CH:10][CH:9]=[CH:8][CH:7]=1)[CH2:2][CH2:3][CH3:4].[Br:16]N1C(=O)CCC1=O.O, predict the reaction product. The product is: [Br:16][C:9]1[CH:10]=[CH:11][C:6]([N:5]([CH2:12][CH2:13][CH2:14][CH3:15])[CH2:1][CH2:2][CH2:3][CH3:4])=[CH:7][CH:8]=1. (8) Given the reactants Cl[C:2]1[N:10]=[CH:9][N:8]=[C:7]2[C:3]=1[N:4]=[CH:5][N:6]2[C@H:11]1[C@@H:15]2[O:16][C:17]([CH3:20])([CH3:19])[O:18][C@@H:14]2[C@@H:13]([CH2:21][CH2:22][S:23]([NH2:26])(=[O:25])=[O:24])[O:12]1.[NH2:27][C@@H:28]1[C:36]2[C:31](=[CH:32][CH:33]=[CH:34][CH:35]=2)[CH2:30][CH2:29]1.C(N(CC)C(C)C)(C)C.C(O)C, predict the reaction product. The product is: [CH:28]1([NH:27][C:2]2[N:10]=[CH:9][N:8]=[C:7]3[C:3]=2[N:4]=[CH:5][N:6]3[C@H:11]2[C@@H:15]3[O:16][C:17]([CH3:20])([CH3:19])[O:18][C@@H:14]3[C@@H:13]([CH2:21][CH2:22][S:23]([NH2:26])(=[O:25])=[O:24])[O:12]2)[C:36]2[C:31](=[CH:32][CH:33]=[CH:34][CH:35]=2)[CH2:30][CH2:29]1. (9) Given the reactants [OH:1][B:2]1[C:6]2[CH:7]=[C:8]([OH:12])[CH:9]=[C:10]([CH3:11])[C:5]=2[CH:4]([CH2:13][S:14]([O:17]C)(=[O:16])=[O:15])[O:3]1.Cl[C:20]1[S:24][C:23]([C:25]([NH2:27])=[O:26])=[N:22][N:21]=1.C(=O)([O-])[O-].[Cs+].[Cs+], predict the reaction product. The product is: [C:25]([C:23]1[S:24][C:20]([O:12][C:8]2[CH:9]=[C:10]([CH3:11])[C:5]3[CH:4]([CH2:13][S:14]([OH:17])(=[O:15])=[O:16])[O:3][B:2]([OH:1])[C:6]=3[CH:7]=2)=[N:21][N:22]=1)(=[O:26])[NH2:27].